This data is from Catalyst prediction with 721,799 reactions and 888 catalyst types from USPTO. The task is: Predict which catalyst facilitates the given reaction. (1) Reactant: [SH:1][C:2]1[CH:9]=[CH:8][CH:7]=[C:6]([CH3:10])[C:3]=1[C:4]#[N:5].[Br:11]Br. Product: [Br:11][C:4]1[C:3]2[C:6]([CH3:10])=[CH:7][CH:8]=[CH:9][C:2]=2[S:1][N:5]=1. The catalyst class is: 13. (2) Reactant: Cl[C:2]1[C:11]2[C:6](=[CH:7][CH:8]=[CH:9][CH:10]=2)[C:5]([C:12]2[CH:17]=[CH:16][C:15]([F:18])=[CH:14][CH:13]=2)=[N:4][N:3]=1.[NH:19]1[CH2:24][CH2:23][NH:22][CH2:21][C@@H:20]1[CH2:25][OH:26].C(N(C(C)C)CC)(C)C. Product: [F:18][C:15]1[CH:16]=[CH:17][C:12]([C:5]2[C:6]3[C:11](=[CH:10][CH:9]=[CH:8][CH:7]=3)[C:2]([N:22]3[CH2:23][CH2:24][NH:19][C@@H:20]([CH2:25][OH:26])[CH2:21]3)=[N:3][N:4]=2)=[CH:13][CH:14]=1. The catalyst class is: 16. (3) Reactant: [CH:1]12[CH2:7][CH:4]([CH:5]=[CH:6]1)[CH:3]1[C:8]([O:10][C:11](=O)[CH:2]21)=[O:9].Cl. Product: [C:4]12[CH2:7][CH:1]([CH2:6][CH2:5]1)[CH:2]1[C:3]=2[C:8](=[O:9])[O:10][CH2:11]1. The catalyst class is: 6.